Task: Predict the reactants needed to synthesize the given product.. Dataset: Full USPTO retrosynthesis dataset with 1.9M reactions from patents (1976-2016) (1) Given the product [Br:16][C:10]1[C:9]2[C:4](=[CH:5][CH:6]=[CH:7][CH:8]=2)[N:3]([C:26]([O:28][CH2:29][CH2:32][CH2:36][CH3:38])=[O:27])[C:2]=1[CH3:1], predict the reactants needed to synthesize it. The reactants are: [CH3:1][C:2]1[NH:3][C:4]2[C:9]([CH:10]=1)=[CH:8][CH:7]=[CH:6][CH:5]=2.CN(C=O)C.[Br:16]Br.O([C:26]([O:28][C:29]([CH3:32])(C)C)=[O:27])[C:26]([O:28][C:29](C)(C)[CH3:32])=[O:27].CCO[C:36]([CH3:38])=O. (2) The reactants are: Br[C:2]1[N:7]=[C:6]([C:8]([O:10][CH3:11])=[O:9])[C:5]([O:12][CH2:13][CH2:14][O:15][C:16]2[CH:21]=[CH:20][CH:19]=[CH:18][CH:17]=2)=[CH:4][CH:3]=1.CC1(C)C(C)(C)OB([C:30]2[CH:39]=[C:38]3[C:33]([CH2:34][CH2:35][CH2:36][NH:37]3)=[CH:32][CH:31]=2)O1.C([O-])([O-])=O.[K+].[K+].O. Given the product [O:15]([CH2:14][CH2:13][O:12][C:5]1[C:6]([C:8]([O:10][CH3:11])=[O:9])=[N:7][C:2]([C:30]2[CH:39]=[C:38]3[C:33]([CH2:34][CH2:35][CH2:36][NH:37]3)=[CH:32][CH:31]=2)=[CH:3][CH:4]=1)[C:16]1[CH:21]=[CH:20][CH:19]=[CH:18][CH:17]=1, predict the reactants needed to synthesize it.